From a dataset of Full USPTO retrosynthesis dataset with 1.9M reactions from patents (1976-2016). Predict the reactants needed to synthesize the given product. Given the product [CH3:9][O:8][C:6]([N:43]1[CH2:44][CH2:45][CH:40]([N:38]2[CH:39]=[C:35]([C:32]3[CH:31]=[N:30][C:29]4[C:34](=[C:25]([C:13]5[CH:14]=[C:15]([F:24])[C:16]([CH2:17][N:18]6[CH2:19][CH2:20][O:21][CH2:22][CH2:23]6)=[C:11]([F:10])[CH:12]=5)[CH:26]=[CH:27][CH:28]=4)[N:33]=3)[CH:36]=[N:37]2)[CH2:41][CH2:42]1)=[O:7], predict the reactants needed to synthesize it. The reactants are: [CH3:9][O:8][C:6](O[C:6]([O:8][CH3:9])=[O:7])=[O:7].[F:10][C:11]1[CH:12]=[C:13]([C:25]2[CH:26]=[CH:27][CH:28]=[C:29]3[C:34]=2[N:33]=[C:32]([C:35]2[CH:36]=[N:37][N:38]([CH:40]4[CH2:45][CH2:44][NH:43][CH2:42][CH2:41]4)[CH:39]=2)[CH:31]=[N:30]3)[CH:14]=[C:15]([F:24])[C:16]=1[CH2:17][N:18]1[CH2:23][CH2:22][O:21][CH2:20][CH2:19]1.